From a dataset of Forward reaction prediction with 1.9M reactions from USPTO patents (1976-2016). Predict the product of the given reaction. (1) Given the reactants [CH3:1][C:2]1([CH3:22])[C:14]2[C:6]([N:7]=[C:8]3[C:13]=2[CH:12]=[CH:11][CH:10]=[CH:9]3)=[CH:5][C:4]2[CH:15]=[C:16]3[C:21]([C:3]1=2)=[CH:20][CH2:19][CH:18]=[CH:17]3.I[C:24]1[CH:29]=[CH:28][CH:27]=[CH:26][CH:25]=1.S(=O)(O)[O-].[Na+].C(C1C=C(C(C)(C)C)C=C(C(O)=O)C=1O)(C)(C)C.C(=O)([O-])[O-].[K+].[K+], predict the reaction product. The product is: [CH3:1][C:2]1([CH3:22])[C:14]2[C:6]([N:7]=[C:8]3[C:13]=2[CH:12]=[CH:11][CH:10]=[CH:9]3)=[CH:5][C:4]2[CH:15]=[C:16]3[C:21]([C:3]1=2)=[CH:20][CH:19]([C:24]1[CH:29]=[CH:28][CH:27]=[CH:26][CH:25]=1)[CH:18]=[CH:17]3. (2) The product is: [F:20][C:21]1[CH:26]=[CH:25][C:24]([C:2]2[C:7]([O:19][CH2:18][C:15]3[CH:14]=[C:13]([CH3:12])[O:17][N:16]=3)=[N:6][CH:5]=[C:4]([CH:3]=2)[C:9]([NH:30][C@@H:31]2[CH2:36][CH2:35][CH2:34][CH2:33][C@H:32]2[OH:37])=[O:11])=[CH:23][CH:22]=1. Given the reactants Br[C:2]1[CH:3]=[C:4]([C:9]([OH:11])=O)[CH:5]=[N:6][C:7]=1Cl.[CH3:12][C:13]1[O:17][N:16]=[C:15]([CH2:18][OH:19])[CH:14]=1.[F:20][C:21]1[CH:26]=[CH:25][C:24](B(O)O)=[CH:23][CH:22]=1.[NH2:30][C@@H:31]1[CH2:36][CH2:35][CH2:34][CH2:33][C@H:32]1[OH:37], predict the reaction product. (3) Given the reactants [C:1]([O:5][C:6](=[O:15])[CH2:7][C:8]1[CH:13]=[CH:12][C:11]([NH2:14])=[CH:10][CH:9]=1)([CH3:4])([CH3:3])[CH3:2].[Cl:16][C:17]1[N:18]=[C:19](Cl)[C:20]2[CH2:25][CH2:24][CH2:23][C:21]=2[N:22]=1.C(OCC)(=O)C, predict the reaction product. The product is: [C:1]([O:5][C:6](=[O:15])[CH2:7][C:8]1[CH:9]=[CH:10][C:11]([NH:14][C:19]2[C:20]3[CH2:25][CH2:24][CH2:23][C:21]=3[N:22]=[C:17]([Cl:16])[N:18]=2)=[CH:12][CH:13]=1)([CH3:4])([CH3:2])[CH3:3]. (4) Given the reactants [F:1][C:2]1[CH:15]=[CH:14][C:5]([C:6]([CH:8]2[CH2:13][CH2:12][NH:11][CH2:10][CH2:9]2)=[O:7])=[CH:4][CH:3]=1.[C:16]([O:20][C:21](=[O:32])[NH:22][C@H:23]1[CH2:28][CH2:27][C@H:26]([CH2:29][CH:30]=O)[CH2:25][CH2:24]1)([CH3:19])([CH3:18])[CH3:17].C(O[BH-](OC(=O)C)OC(=O)C)(=O)C.[Na+], predict the reaction product. The product is: [C:16]([O:20][C:21](=[O:32])[NH:22][C@H:23]1[CH2:24][CH2:25][C@H:26]([CH2:29][CH2:30][N:11]2[CH2:12][CH2:13][CH:8]([C:6](=[O:7])[C:5]3[CH:4]=[CH:3][C:2]([F:1])=[CH:15][CH:14]=3)[CH2:9][CH2:10]2)[CH2:27][CH2:28]1)([CH3:19])([CH3:18])[CH3:17].